Dataset: Reaction yield outcomes from USPTO patents with 853,638 reactions. Task: Predict the reaction yield, written as a fraction of the theoretical maximum amount of product (1.0 means a 100% yield; for example, 0.34 means a 34% yield). The reactants are [NH:1]1[C:5]2[CH:6]=[CH:7][C:8]([C:10]([OH:12])=O)=[CH:9][C:4]=2[N:3]=[CH:2]1.[CH2:13]([C:20]1[CH:33]=[CH:32][C:23]2[C@@H:24]3[C@H:29]([CH2:30][CH2:31][C:22]=2[CH:21]=1)[NH:28][CH2:27][CH2:26][CH2:25]3)[C:14]1[CH:19]=[CH:18][CH:17]=[CH:16][CH:15]=1.C1(CC2C=CC3[C@@H]4[C@H](CCC=3C=2)NCCC4)CCCCC1. No catalyst specified. The product is [NH:1]1[C:5]2[CH:6]=[CH:7][C:8]([C:10]([N:28]3[C@@H:29]4[C@@H:24]([C:23]5[CH:32]=[CH:33][C:20]([CH2:13][C:14]6[CH:19]=[CH:18][CH:17]=[CH:16][CH:15]=6)=[CH:21][C:22]=5[CH2:31][CH2:30]4)[CH2:25][CH2:26][CH2:27]3)=[O:12])=[CH:9][C:4]=2[N:3]=[CH:2]1. The yield is 0.120.